Dataset: Reaction yield outcomes from USPTO patents with 853,638 reactions. Task: Predict the reaction yield, written as a fraction of the theoretical maximum amount of product (1.0 means a 100% yield; for example, 0.34 means a 34% yield). (1) The reactants are [NH2:1][C:2]1[CH:3]=[C:4]([S:11][CH2:12][CH2:13][CH2:14][CH2:15][N:16]2[C:24](=[O:25])[C:23]3[C:18](=[CH:19][CH:20]=[CH:21][CH:22]=3)[C:17]2=[O:26])[CH:5]=[C:6]([N+:8]([O-:10])=[O:9])[CH:7]=1.ClC(Cl)(O[C:31](=[O:37])OC(Cl)(Cl)Cl)Cl.[NH:39]1[CH2:43][CH2:42][CH2:41][CH2:40]1. The catalyst is C(Cl)Cl. The product is [O:26]=[C:17]1[C:18]2[C:23](=[CH:22][CH:21]=[CH:20][CH:19]=2)[C:24](=[O:25])[N:16]1[CH2:15][CH2:14][CH2:13][CH2:12][S:11][C:4]1[CH:3]=[C:2]([NH:1][C:31]([N:39]2[CH2:43][CH2:42][CH2:41][CH2:40]2)=[O:37])[CH:7]=[C:6]([N+:8]([O-:10])=[O:9])[CH:5]=1. The yield is 0.910. (2) The reactants are [F:1][C:2]1[CH:3]=[C:4](B(O)O)[CH:5]=[CH:6][CH:7]=1.Br[C:12]1[CH:13]=[C:14]([CH3:23])[C:15]([O:21][CH3:22])=[C:16]([CH:20]=1)[C:17]([OH:19])=[O:18].C([O-])([O-])=O.[Na+].[Na+].CN(C=O)C. The catalyst is CCO.C1C=CC([P]([Pd]([P](C2C=CC=CC=2)(C2C=CC=CC=2)C2C=CC=CC=2)([P](C2C=CC=CC=2)(C2C=CC=CC=2)C2C=CC=CC=2)[P](C2C=CC=CC=2)(C2C=CC=CC=2)C2C=CC=CC=2)(C2C=CC=CC=2)C2C=CC=CC=2)=CC=1.O. The product is [F:1][C:2]1[CH:3]=[C:4]([C:12]2[CH:13]=[C:14]([CH3:23])[C:15]([O:21][CH3:22])=[C:16]([CH:20]=2)[C:17]([OH:19])=[O:18])[CH:5]=[CH:6][CH:7]=1. The yield is 0.860.